From a dataset of Catalyst prediction with 721,799 reactions and 888 catalyst types from USPTO. Predict which catalyst facilitates the given reaction. (1) Reactant: [F:1][C:2]1[CH:3]=[N:4][C:5]2[C:10]([C:11]=1[CH2:12][CH2:13][N:14]1[CH2:18][C@H:17]([OH:19])[C@H:16]([CH2:20][NH:21]C(=O)OCC3C=CC=CC=3)[CH2:15]1)=[N:9][C:8]([O:32][CH3:33])=[CH:7][CH:6]=2. Product: [NH2:21][CH2:20][C@H:16]1[CH2:15][N:14]([CH2:13][CH2:12][C:11]2[C:10]3[C:5](=[CH:6][CH:7]=[C:8]([O:32][CH3:33])[N:9]=3)[N:4]=[CH:3][C:2]=2[F:1])[CH2:18][C@H:17]1[OH:19]. The catalyst class is: 105. (2) Reactant: [Cl:1][C:2]1[CH:3]=[C:4]2[C:8](=[CH:9][CH:10]=1)[NH:7][CH:6]=[C:5]2[CH2:11][CH2:12][NH:13][C:14](=[O:22])[C:15]1[CH:20]=[CH:19][CH:18]=[CH:17][C:16]=1I.[CH3:23][O:24][C:25]1[CH:26]=[C:27](B(O)O)[CH:28]=[CH:29][CH:30]=1.C(=O)([O-])[O-].[Na+].[Na+]. The catalyst class is: 437. Product: [Cl:1][C:2]1[CH:3]=[C:4]2[C:8](=[CH:9][CH:10]=1)[NH:7][CH:6]=[C:5]2[CH2:11][CH2:12][NH:13][C:14]([C:15]1[C:16]([C:29]2[CH:28]=[CH:27][CH:26]=[C:25]([O:24][CH3:23])[CH:30]=2)=[CH:17][CH:18]=[CH:19][CH:20]=1)=[O:22]. (3) Reactant: [CH3:1][O:2][C:3]1[CH:8]=[CH:7][C:6]([C:9]2[CH:10]=[N:11][CH:12]=[C:13]3[C:18]=2[N:17]=[C:16]([C:19](O)=[O:20])[CH:15]=[CH:14]3)=[CH:5][CH:4]=1.C(N(CC)C(C)C)(C)C.F[P-](F)(F)(F)(F)F.N1(OC(N(C)C)=[N+](C)C)C2N=CC=CC=2N=N1.[CH3:55][C:56]1[CH:60]=[C:59]([CH3:61])[N:58]([CH2:62][CH2:63][CH2:64][NH2:65])[N:57]=1. Product: [CH3:55][C:56]1[CH:60]=[C:59]([CH3:61])[N:58]([CH2:62][CH2:63][CH2:64][NH:65][C:19]([C:16]2[CH:15]=[CH:14][C:13]3[C:18](=[C:9]([C:6]4[CH:7]=[CH:8][C:3]([O:2][CH3:1])=[CH:4][CH:5]=4)[CH:10]=[N:11][CH:12]=3)[N:17]=2)=[O:20])[N:57]=1. The catalyst class is: 9. (4) Reactant: [NH2:1][C:2]1[N:7]=[C:6]([N:8]2[C@H:13]([CH3:14])[CH2:12][CH2:11][C@H:10]([C:15]([OH:17])=O)[CH2:9]2)[CH:5]=[C:4]([C:18]2[CH:23]=[CH:22][C:21]([C:24]#[N:25])=[C:20]([F:26])[CH:19]=2)[N:3]=1.CN(C(ON1N=NC2C=CC=NC1=2)=[N+](C)C)C.F[P-](F)(F)(F)(F)F.CCN(C(C)C)C(C)C.[C:60]1([C:66]([NH2:69])([CH3:68])[CH3:67])[CH:65]=[CH:64][CH:63]=[CH:62][CH:61]=1. Product: [NH2:1][C:2]1[N:7]=[C:6]([N:8]2[C@H:13]([CH3:14])[CH2:12][CH2:11][C@H:10]([C:15]([NH:69][C:66]([CH3:68])([C:60]3[CH:65]=[CH:64][CH:63]=[CH:62][CH:61]=3)[CH3:67])=[O:17])[CH2:9]2)[CH:5]=[C:4]([C:18]2[CH:23]=[CH:22][C:21]([C:24]#[N:25])=[C:20]([F:26])[CH:19]=2)[N:3]=1. The catalyst class is: 31. (5) Reactant: [CH3:1][O:2][NH:3][CH:4]([CH3:15])[CH2:5][C:6]1[C:11]([Cl:12])=[CH:10][C:9]([Cl:13])=[CH:8][C:7]=1[Cl:14].[OH-].[Na+].[F:18][CH:19]([F:29])[C:20]1[C:24]([C:25](Cl)=[O:26])=[CH:23][N:22]([CH3:28])[N:21]=1. Product: [CH3:1][O:2][N:3]([CH:4]([CH3:15])[CH2:5][C:6]1[C:7]([Cl:14])=[CH:8][C:9]([Cl:13])=[CH:10][C:11]=1[Cl:12])[C:25]([C:24]1[C:20]([CH:19]([F:29])[F:18])=[N:21][N:22]([CH3:28])[CH:23]=1)=[O:26]. The catalyst class is: 113. (6) Reactant: CCN(C(C)C)C(C)C.OC(C(F)(F)F)=O.[NH2:17][CH2:18][C:19]([N:21]1[CH2:26][CH2:25][N:24]([C:27](=[O:38])[C:28]2[CH:33]=[CH:32][CH:31]=[CH:30][C:29]=2[C:34]([F:37])([F:36])[F:35])[CH2:23][CH2:22]1)=[O:20].C1C=CC2N(O)N=NC=2C=1.CCN=C=NCCCN(C)C.Cl.[F:61][C:62]1[CH:77]=[CH:76][CH:75]=[C:74]([F:78])[C:63]=1[O:64][C:65]1[CH:73]=[CH:72][C:68]([C:69](O)=[O:70])=[CH:67][CH:66]=1. Product: [F:61][C:62]1[CH:77]=[CH:76][CH:75]=[C:74]([F:78])[C:63]=1[O:64][C:65]1[CH:73]=[CH:72][C:68]([C:69]([NH:17][CH2:18][C:19](=[O:20])[N:21]2[CH2:22][CH2:23][N:24]([C:27](=[O:38])[C:28]3[CH:33]=[CH:32][CH:31]=[CH:30][C:29]=3[C:34]([F:37])([F:35])[F:36])[CH2:25][CH2:26]2)=[O:70])=[CH:67][CH:66]=1. The catalyst class is: 18.